From a dataset of Forward reaction prediction with 1.9M reactions from USPTO patents (1976-2016). Predict the product of the given reaction. (1) Given the reactants [N:1]1([C:7]2[C:11]3=[N:12][CH:13]=[CH:14][CH:15]=[C:10]3[NH:9][CH:8]=2)[CH2:6][CH2:5][NH:4][CH2:3][CH2:2]1.CCN(CC)CC.[CH3:23][C:24]([O:27][C:28](O[C:28]([O:27][C:24]([CH3:26])([CH3:25])[CH3:23])=[O:29])=[O:29])([CH3:26])[CH3:25], predict the reaction product. The product is: [NH:9]1[C:10]2[C:11](=[N:12][CH:13]=[CH:14][CH:15]=2)[C:7]([N:1]2[CH2:2][CH2:3][N:4]([C:28]([O:27][C:24]([CH3:26])([CH3:25])[CH3:23])=[O:29])[CH2:5][CH2:6]2)=[CH:8]1. (2) Given the reactants [CH:1]1([N:5]2[CH2:10][CH2:9][CH:8]([O:11][C:12]3[CH:17]=[CH:16][C:15]([N:18]4[CH:22]=[C:21]([C:23]([O:25]CC)=[O:24])[CH:20]=[N:19]4)=[CH:14][CH:13]=3)[CH2:7][CH2:6]2)[CH2:4][CH2:3][CH2:2]1.[OH-].[Li+].C(O)C, predict the reaction product. The product is: [CH:1]1([N:5]2[CH2:6][CH2:7][CH:8]([O:11][C:12]3[CH:13]=[CH:14][C:15]([N:18]4[CH:22]=[C:21]([C:23]([OH:25])=[O:24])[CH:20]=[N:19]4)=[CH:16][CH:17]=3)[CH2:9][CH2:10]2)[CH2:2][CH2:3][CH2:4]1. (3) Given the reactants [Cl:1][C:2]1[CH:7]=[CH:6][C:5]([S:8]([N:11]([CH2:19][C:20]2[CH:28]=[CH:27][C:23]([C:24](O)=[O:25])=[CH:22][CH:21]=2)[CH:12]2[CH2:17][CH2:16][CH2:15][CH2:14][CH:13]2[CH3:18])(=[O:10])=[O:9])=[CH:4][CH:3]=1.[NH2:29][C:30]([CH3:34])([CH3:33])[CH2:31][OH:32].F[P-](F)(F)(F)(F)F.N1(O[P+](N(C)C)(N(C)C)N(C)C)C2C=CC=CC=2N=N1.C1C=CC2N(O)N=NC=2C=1.O.C(N(C(C)C)C(C)C)C, predict the reaction product. The product is: [Cl:1][C:2]1[CH:3]=[CH:4][C:5]([S:8]([N:11]([CH2:19][C:20]2[CH:21]=[CH:22][C:23]([C:24]([NH:29][C:30]([CH3:34])([CH3:33])[CH2:31][OH:32])=[O:25])=[CH:27][CH:28]=2)[CH:12]2[CH2:17][CH2:16][CH2:15][CH2:14][CH:13]2[CH3:18])(=[O:10])=[O:9])=[CH:6][CH:7]=1.